Predict the reactants needed to synthesize the given product. From a dataset of Full USPTO retrosynthesis dataset with 1.9M reactions from patents (1976-2016). (1) Given the product [CH3:14][O:13][C:7]1[CH:8]=[C:9]([O:11][CH3:12])[CH:10]=[C:2]2[C:3]=1[C:4](=[O:5])[NH:6][C:21]([C:20]1[CH:23]=[CH:24][C:17]([O:16][CH3:15])=[CH:18][CH:19]=1)=[N:1]2, predict the reactants needed to synthesize it. The reactants are: [NH2:1][C:2]1[CH:10]=[C:9]([O:11][CH3:12])[CH:8]=[C:7]([O:13][CH3:14])[C:3]=1[C:4]([NH2:6])=[O:5].[CH3:15][O:16][C:17]1[CH:24]=[CH:23][C:20]([CH:21]=O)=[CH:19][CH:18]=1.COC1C=C(OC)C=C2C=1C(=O)NC(C1C=CC=CN=1)=N2. (2) Given the product [O:11]=[C:4]1[C:5]2[C:10](=[CH:9][CH:8]=[CH:7][CH:6]=2)[C:2](=[O:1])[N:3]1[CH:12]1[CH2:18][CH2:17][S:16][CH2:15][N:14]([CH2:19][C:20]([OH:22])=[O:21])[C:13]1=[O:25], predict the reactants needed to synthesize it. The reactants are: [O:1]=[C:2]1[C:10]2[C:5](=[CH:6][CH:7]=[CH:8][CH:9]=2)[C:4](=[O:11])[N:3]1[CH:12]1[CH2:18][CH2:17][S:16][CH2:15][N:14]([CH2:19][C:20]([O:22]CC)=[O:21])[C:13]1=[O:25].[Li+].[OH-]. (3) Given the product [CH2:1]([N:8]1[C:17]2[C:12](=[CH:13][CH:14]=[CH:15][N:16]=2)[CH:11]=[C:10]([C:18]([C:38]2[C:44](=[O:45])[CH2:43][CH2:42][CH2:41][C:37]=2[OH:40])=[O:19])[C:9]1=[O:28])[C:2]1[CH:3]=[CH:4][CH:5]=[CH:6][CH:7]=1, predict the reactants needed to synthesize it. The reactants are: [CH2:1]([N:8]1[C:17]2[C:12](=[CH:13][CH:14]=[CH:15][N:16]=2)[CH:11]=[C:10]([C:18](OC2CCCC(=O)C=2)=[O:19])[C:9]1=[O:28])[C:2]1[CH:7]=[CH:6][CH:5]=[CH:4][CH:3]=1.C(N(CC)CC)C.C[C:37]([CH3:41])([OH:40])[C:38]#N.[C:42](O)(=O)[CH2:43][C:44](CC(O)=O)(C(O)=O)[OH:45]. (4) The reactants are: [C@@H:1]1([OH:8])[CH2:6][CH2:5][CH2:4][CH2:3][C@H:2]1[OH:7].[C:9](=O)(OC)[O:10]C.C[O-].[Na+]. Given the product [O:7]1[CH:2]2[CH2:3][CH2:4][CH2:5][CH2:6][CH:1]2[O:8][C:9]1=[O:10], predict the reactants needed to synthesize it. (5) Given the product [CH2:1]([O:8][C:9]1[C:10]2[N:11]([C:17]([CH3:21])=[C:18]([CH3:20])[N:19]=2)[CH:12]=[C:13]([CH2:15][O:16][CH3:24])[CH:14]=1)[C:2]1[CH:3]=[CH:4][CH:5]=[CH:6][CH:7]=1, predict the reactants needed to synthesize it. The reactants are: [CH2:1]([O:8][C:9]1[C:10]2[N:11]([C:17]([CH3:21])=[C:18]([CH3:20])[N:19]=2)[CH:12]=[C:13]([CH2:15][OH:16])[CH:14]=1)[C:2]1[CH:7]=[CH:6][CH:5]=[CH:4][CH:3]=1.[H-].[Na+].[CH3:24]I.